Dataset: Full USPTO retrosynthesis dataset with 1.9M reactions from patents (1976-2016). Task: Predict the reactants needed to synthesize the given product. Given the product [F:1][C:2]1[C:11]([F:12])=[C:10]2[C:5]([N:6]=[CH:7][C:8](=[O:13])[N:9]2[CH2:61][CH2:62][N:63]2[CH2:68][CH2:67][CH:66]([NH:69][C:70](=[O:76])[O:71][C:72]([CH3:75])([CH3:74])[CH3:73])[CH2:65][CH2:64]2)=[CH:4][CH:3]=1, predict the reactants needed to synthesize it. The reactants are: [F:1][C:2]1[C:11]([F:12])=[C:10]2[C:5]([N:6]=[CH:7][C:8](=[O:13])[NH:9]2)=[CH:4][CH:3]=1.[H-].[Na+].FC1C=C2C(C=CC(=O)N2CCN2CCC(NCC3C=CC4OCC(=O)NC=4N=3)CC2)=CC=1.COC1C=C2C(C=CC(=O)N2[CH2:61][CH2:62][N:63]2[CH2:68][CH2:67][CH:66]([NH:69][C:70](=[O:76])[O:71][C:72]([CH3:75])([CH3:74])[CH3:73])[CH2:65][CH2:64]2)=CC=1.